Predict the reaction yield, written as a fraction of the theoretical maximum amount of product (1.0 means a 100% yield; for example, 0.34 means a 34% yield). From a dataset of Reaction yield outcomes from USPTO patents with 853,638 reactions. The product is [F:31][C:28]1[CH:29]=[C:30]2[C:25](=[CH:26][CH:27]=1)[NH:24][CH:23]=[C:22]2[S:21][C:16]1[CH:17]=[CH:18][CH:19]=[CH:20][C:15]=1[CH2:14][NH2:13]. The reactants are C(OCC)C.Cl.C(OC(=O)[NH:13][CH2:14][C:15]1[CH:20]=[CH:19][CH:18]=[CH:17][C:16]=1[S:21][C:22]1[C:30]2[C:25](=[CH:26][CH:27]=[C:28]([F:31])[CH:29]=2)[NH:24][CH:23]=1)(C)(C)C.[OH-].[Na+]. The yield is 0.980. The catalyst is CO.